The task is: Predict the reaction yield, written as a fraction of the theoretical maximum amount of product (1.0 means a 100% yield; for example, 0.34 means a 34% yield).. This data is from Reaction yield outcomes from USPTO patents with 853,638 reactions. (1) The reactants are [F:1][C:2]1[CH:3]=[CH:4][C:5]([OH:18])=[C:6]([C:8](=[O:17])[CH2:9][C:10]2[CH:15]=[CH:14][CH:13]=[C:12]([F:16])[CH:11]=2)[CH:7]=1.[C:19](OC(=O)CC)(=O)[CH2:20][CH3:21].Cl. The catalyst is C(N(CC)CC)C. The product is [CH2:20]([C:21]1[O:18][C:5]2[C:6]([C:8](=[O:17])[C:9]=1[C:10]1[CH:15]=[CH:14][CH:13]=[C:12]([F:16])[CH:11]=1)=[CH:7][C:2]([F:1])=[CH:3][CH:4]=2)[CH3:19]. The yield is 0.520. (2) The reactants are [CH3:1][NH2:2].O.Br[CH2:5][C:6]1[CH:15]=[CH:14][C:13]2[C:8](=[CH:9][CH:10]=[CH:11][CH:12]=2)[CH:7]=1. The catalyst is C1COCC1. The product is [CH3:1][NH:2][CH2:5][C:6]1[CH:15]=[CH:14][C:13]2[C:8](=[CH:9][CH:10]=[CH:11][CH:12]=2)[CH:7]=1. The yield is 0.540. (3) The reactants are Cl[C:2]1[N:9]=[C:8]([CH3:10])[CH:7]=[CH:6][C:3]=1[C:4]#[N:5].[OH:11][C:12]1[CH:13]=[C:14]([CH:17]=[CH:18][CH:19]=1)[CH:15]=[O:16].[F-].[K+].O. The catalyst is CN(C=O)C. The product is [CH:15]([C:14]1[CH:13]=[C:12]([CH:19]=[CH:18][CH:17]=1)[O:11][C:2]1[N:9]=[C:8]([CH3:10])[CH:7]=[CH:6][C:3]=1[C:4]#[N:5])=[O:16]. The yield is 0.970. (4) The reactants are [F:1][C:2]1[C:3]([NH:21][C:22]2[CH:27]=[CH:26][C:25]([C:28]#[C:29][Si](C)(C)C)=[CH:24][C:23]=2[F:34])=[C:4]([CH:12]=[C:13]([CH2:16][O:17][CH2:18][CH2:19][OH:20])[C:14]=1[F:15])[C:5]([NH:7][O:8][CH2:9][CH2:10][OH:11])=[O:6].[F-].C([N+](CCCC)(CCCC)CCCC)CCC. The catalyst is O1CCCC1. The product is [C:28]([C:25]1[CH:26]=[CH:27][C:22]([NH:21][C:3]2[C:2]([F:1])=[C:14]([F:15])[C:13]([CH2:16][O:17][CH2:18][CH2:19][OH:20])=[CH:12][C:4]=2[C:5]([NH:7][O:8][CH2:9][CH2:10][OH:11])=[O:6])=[C:23]([F:34])[CH:24]=1)#[CH:29]. The yield is 0.680. (5) The reactants are ClC(Cl)(Cl)C([N:5]1[CH:12]2[CH2:13][CH:8]3[CH2:9][CH:10]([CH2:14][CH:6]1[CH2:7]3)[CH2:11]2)=O.C(O)(C)C.[OH-].[Na+].O. The catalyst is C1(C)C=CC=CC=1. The product is [CH:6]12[CH2:14][CH:10]3[CH2:9][CH:8]([CH2:13][CH:12]([CH2:11]3)[NH:5]1)[CH2:7]2. The yield is 0.770. (6) The reactants are [CH:1]1[C:14]2[CH2:13][CH2:12][C:11]3[C:6](=[CH:7][CH:8]=[CH:9][CH:10]=3)[C:5]=2[CH:4]=[CH:3][CH:2]=1.[N+:15]([O-])([OH:17])=[O:16].O. The catalyst is C(O)(=O)C. The product is [N+:15]([C:9]1[CH:8]=[CH:7][C:6]2[C:5]3[C:14](=[CH:1][CH:2]=[CH:3][CH:4]=3)[CH2:13][CH2:12][C:11]=2[CH:10]=1)([O-:17])=[O:16]. The yield is 0.740. (7) The reactants are [NH2:1][C:2]1[S:6][C:5]2[CH2:7][CH2:8][CH2:9][CH2:10][C:4]=2[C:3]=1[C:11]([NH:13][CH2:14][CH2:15][OH:16])=[O:12].CCN(C(C)C)C(C)C.[Br:26][CH2:27][C:28](Br)=[O:29]. The catalyst is C1COCC1. The product is [Br:26][CH2:27][C:28]([NH:1][C:2]1[S:6][C:5]2[CH2:7][CH2:8][CH2:9][CH2:10][C:4]=2[C:3]=1[C:11]([NH:13][CH2:14][CH2:15][OH:16])=[O:12])=[O:29]. The yield is 0.430.